From a dataset of Forward reaction prediction with 1.9M reactions from USPTO patents (1976-2016). Predict the product of the given reaction. (1) Given the reactants [CH3:1][O:2][C:3]1[CH:4]=[C:5]([OH:12])[CH:6]=[C:7]([N+:9]([O-:11])=[O:10])[CH:8]=1.Br[CH2:14][CH2:15][O:16][CH2:17][CH2:18][O:19][CH3:20].C([O-])([O-])=O.[K+].[K+], predict the reaction product. The product is: [CH3:1][O:2][C:3]1[CH:8]=[C:7]([N+:9]([O-:11])=[O:10])[CH:6]=[C:5]([O:12][CH2:14][CH2:15][O:16][CH2:17][CH2:18][O:19][CH3:20])[CH:4]=1. (2) Given the reactants Cl[C:2]1[C:3]2[CH:14]=[C:13]([C:15]3[CH:20]=[CH:19][CH:18]=[CH:17][CH:16]=3)[CH:12]=[CH:11][C:4]=2[N:5]([CH3:10])[C:6](=[O:9])[CH2:7][N:8]=1.C(C1C=C(B(O)O)C=CC=1)=O.[F:32][C:33]([F:44])([F:43])[C:34]1[CH:35]=[C:36](B(O)O)[CH:37]=[CH:38][CH:39]=1, predict the reaction product. The product is: [CH3:10][N:5]1[C:4]2[CH:11]=[CH:12][C:13]([C:15]3[CH:20]=[CH:19][CH:18]=[CH:17][CH:16]=3)=[CH:14][C:3]=2[C:2]([C:38]2[CH:37]=[CH:36][CH:35]=[C:34]([C:33]([F:44])([F:43])[F:32])[CH:39]=2)=[N:8][CH2:7][C:6]1=[O:9]. (3) The product is: [Br:1][C:2]1[C:6]2[C:7]([Cl:14])=[N:8][CH:9]=[CH:10][C:5]=2[S:4][CH:3]=1. Given the reactants [Br:1][C:2]1[C:6]2[C:7](=O)[NH:8][CH:9]=[CH:10][C:5]=2[S:4][CH:3]=1.P(Cl)(Cl)([Cl:14])=O, predict the reaction product.